The task is: Predict the product of the given reaction.. This data is from Forward reaction prediction with 1.9M reactions from USPTO patents (1976-2016). (1) Given the reactants Cl.[NH:2]1[CH2:7][CH2:6][CH2:5][C@H:4]([C:8]2[N:12]=[C:11]([C:13]3[CH:18]=[CH:17][CH:16]=[CH:15][N:14]=3)[O:10][N:9]=2)[CH2:3]1.[F:19][C:20]1[CH:28]=[C:27]([F:29])[CH:26]=[C:25]([F:30])[C:21]=1[C:22](Cl)=[O:23], predict the reaction product. The product is: [N:14]1[CH:15]=[CH:16][CH:17]=[CH:18][C:13]=1[C:11]1[O:10][N:9]=[C:8]([C@H:4]2[CH2:5][CH2:6][CH2:7][N:2]([C:22]([C:21]3[C:25]([F:30])=[CH:26][C:27]([F:29])=[CH:28][C:20]=3[F:19])=[O:23])[CH2:3]2)[N:12]=1. (2) Given the reactants Cl.[F:2][C:3]([F:20])([F:19])[CH2:4][NH:5][C:6]([C:8]1[S:9][C:10]([CH:14]2OCC[O:15]2)=[CH:11][C:12]=1[CH3:13])=[O:7], predict the reaction product. The product is: [F:20][C:3]([F:2])([F:19])[CH2:4][NH:5][C:6]([C:8]1[S:9][C:10]([CH:14]=[O:15])=[CH:11][C:12]=1[CH3:13])=[O:7]. (3) Given the reactants Cl.[Br:2][C:3]1[CH:11]=[C:10]2[C:6]([CH:7]=[C:8]([C:12](O)=[O:13])[NH:9]2)=[CH:5][C:4]=1[O:15][CH:16]1[CH2:21][CH2:20][N:19]([CH:22]([CH3:24])[CH3:23])[CH2:18][CH2:17]1.[CH3:25][S:26]([N:29]1[CH2:34][CH2:33][NH:32][CH2:31][CH2:30]1)(=[O:28])=[O:27], predict the reaction product. The product is: [Br:2][C:3]1[CH:11]=[C:10]2[C:6]([CH:7]=[C:8]([C:12]([N:32]3[CH2:33][CH2:34][N:29]([S:26]([CH3:25])(=[O:28])=[O:27])[CH2:30][CH2:31]3)=[O:13])[NH:9]2)=[CH:5][C:4]=1[O:15][CH:16]1[CH2:21][CH2:20][N:19]([CH:22]([CH3:23])[CH3:24])[CH2:18][CH2:17]1.